This data is from Full USPTO retrosynthesis dataset with 1.9M reactions from patents (1976-2016). The task is: Predict the reactants needed to synthesize the given product. (1) The reactants are: [NH2:1][C:2]1[CH:7]=[C:6]([CH2:8][N:9]2[C:14]3[CH:15]=[CH:16][CH:17]=[CH:18][C:13]=3[C:12](=[O:19])[O:11][C:10]2=[O:20])[CH:5]=[CH:4][N:3]=1.[N:21]([CH3:24])=[C:22]=[O:23]. Given the product [O:20]=[C:10]1[N:9]([CH2:8][C:6]2[CH:5]=[CH:4][N:3]=[C:2]([NH:1][C:22]([NH:21][CH3:24])=[O:23])[CH:7]=2)[C:14]2[CH:15]=[CH:16][CH:17]=[CH:18][C:13]=2[C:12](=[O:19])[O:11]1, predict the reactants needed to synthesize it. (2) Given the product [CH3:2][C:3]1([CH3:40])[C:30](=[O:31])[NH:29][C:6]2=[N:7][CH:8]=[C:9]([C:11]3[CH:16]=[CH:15][C:14]([C:17]4[NH:21][CH:20]=[N:19][N:18]=4)=[CH:13][C:12]=3[CH3:28])[N:10]=[C:5]2[N:4]1[CH2:32][CH2:33][CH:34]1[CH2:35][CH2:36][O:37][CH2:38][CH2:39]1, predict the reactants needed to synthesize it. The reactants are: Cl.[CH3:2][C:3]1([CH3:40])[C:30](=[O:31])[NH:29][C:6]2=[N:7][CH:8]=[C:9]([C:11]3[CH:16]=[CH:15][C:14]([C:17]4[N:21](C5CCCCO5)[CH:20]=[N:19][N:18]=4)=[CH:13][C:12]=3[CH3:28])[N:10]=[C:5]2[N:4]1[CH2:32][CH2:33][CH:34]1[CH2:39][CH2:38][O:37][CH2:36][CH2:35]1. (3) Given the product [Br:1][C:2]1[C:3]([O:13][CH3:14])=[CH:4][C:5]([O:11][CH3:12])=[C:6]([CH:10]=1)[C:7]([NH:23][C:24]1([C:38]2[CH:39]=[CH:40][CH:41]=[CH:42][N:43]=2)[CH2:26][CH2:25]1)=[O:9], predict the reactants needed to synthesize it. The reactants are: [Br:1][C:2]1[C:3]([O:13][CH3:14])=[CH:4][C:5]([O:11][CH3:12])=[C:6]([CH:10]=1)[C:7]([OH:9])=O.CN(C=O)C.C([N:23](CC)[CH:24]([CH3:26])[CH3:25])(C)C.CN(C(ON1N=N[C:39]2[CH:40]=[CH:41][CH:42]=[N:43][C:38]1=2)=[N+](C)C)C.F[P-](F)(F)(F)(F)F. (4) Given the product [CH3:28][N:29]1[CH2:34][CH2:33][N:32]([C:2]2[CH:7]=[CH:6][CH:5]=[C:4]([Sn:8]([CH2:17][CH2:18][CH2:19][CH3:20])([CH2:13][CH2:14][CH2:15][CH3:16])[CH2:9][CH2:10][CH2:11][CH3:12])[N:3]=2)[CH2:31][CH2:30]1, predict the reactants needed to synthesize it. The reactants are: Br[C:2]1[CH:7]=[CH:6][CH:5]=[C:4]([Sn:8]([CH2:17][CH2:18][CH2:19][CH3:20])([CH2:13][CH2:14][CH2:15][CH3:16])[CH2:9][CH2:10][CH2:11][CH3:12])[N:3]=1.CCN(CC)CC.[CH3:28][N:29]1[CH2:34][CH2:33][NH:32][CH2:31][CH2:30]1.